This data is from Full USPTO retrosynthesis dataset with 1.9M reactions from patents (1976-2016). The task is: Predict the reactants needed to synthesize the given product. Given the product [F:1][C:2]1[CH:3]=[C:4]([CH:7]=[CH:8][CH:9]=1)[CH2:5][NH:6][C:52]([C:51]1[C:42]([OH:41])=[N:43][C:44]2[C:49]([C:50]=1[CH3:55])=[CH:48][CH:47]=[C:46]([C:56]([F:58])([F:59])[F:57])[CH:45]=2)=[O:53], predict the reactants needed to synthesize it. The reactants are: [F:1][C:2]1[CH:3]=[C:4]([CH:7]=[CH:8][CH:9]=1)[CH2:5][NH2:6].CN(C(ON1N=NC2C=CC=NC1=2)=[N+](C)C)C.F[P-](F)(F)(F)(F)F.CCN(CC)CC.[OH:41][C:42]1[C:51]([C:52](O)=[O:53])=[C:50]([CH3:55])[C:49]2[C:44](=[CH:45][C:46]([C:56]([F:59])([F:58])[F:57])=[CH:47][CH:48]=2)[N:43]=1.